From a dataset of Full USPTO retrosynthesis dataset with 1.9M reactions from patents (1976-2016). Predict the reactants needed to synthesize the given product. (1) The reactants are: [CH3:1][O:2][C:3]1[C:8]([N+:9]([O-])=O)=[CH:7][C:6]([C:12]#[C:13][C:14]2[CH:15]=[N:16][C:17]([NH2:20])=[N:18][CH:19]=2)=[CH:5][CH:4]=1. Given the product [NH2:9][C:8]1[C:3]([O:2][CH3:1])=[CH:4][CH:5]=[C:6]([C:12]#[C:13][C:14]2[CH:15]=[N:16][C:17]([NH2:20])=[N:18][CH:19]=2)[CH:7]=1, predict the reactants needed to synthesize it. (2) Given the product [CH:2]([C:3]1[CH:4]=[CH:5][C:6]([C:7]([NH:9][C:10]2[CH:15]=[CH:14][CH:13]=[CH:12][C:11]=2[OH:16])=[O:8])=[CH:17][CH:18]=1)=[O:1], predict the reactants needed to synthesize it. The reactants are: [OH:1][CH2:2][C:3]1[CH:18]=[CH:17][C:6]([C:7]([NH:9][C:10]2[CH:15]=[CH:14][CH:13]=[CH:12][C:11]=2[OH:16])=[O:8])=[CH:5][CH:4]=1. (3) Given the product [NH2:1][C:2]1[O:6][N:5]=[C:4]([C:7]2[CH:12]=[CH:11][CH:10]=[CH:9][C:8]=2[F:13])[C:3]=1[C:14]([N:40]1[CH2:39][CH2:38][N:37]([C:33]2[CH:34]=[CH:35][CH:36]=[C:31]([O:30][CH3:29])[CH:32]=2)[CH2:42][CH2:41]1)=[O:16], predict the reactants needed to synthesize it. The reactants are: [NH2:1][C:2]1[O:6][N:5]=[C:4]([C:7]2[CH:12]=[CH:11][CH:10]=[CH:9][C:8]=2[F:13])[C:3]=1[C:14]([OH:16])=O.Cl.C(N=C=NCCCN(C)C)C.[CH3:29][O:30][C:31]1[CH:32]=[C:33]([N:37]2[CH2:42][CH2:41][NH:40][CH2:39][CH2:38]2)[CH:34]=[CH:35][CH:36]=1. (4) Given the product [F:1][C:2]1[CH:3]=[CH:4][C:5]([C:8]2[O:12][N:11]=[C:10]([C:13]([OH:15])=[O:14])[CH:9]=2)=[CH:6][CH:7]=1, predict the reactants needed to synthesize it. The reactants are: [F:1][C:2]1[CH:7]=[CH:6][C:5]([C:8]2[O:12][N:11]=[C:10]([C:13]([O:15]CC)=[O:14])[CH:9]=2)=[CH:4][CH:3]=1.[OH-].[Li+].